This data is from Full USPTO retrosynthesis dataset with 1.9M reactions from patents (1976-2016). The task is: Predict the reactants needed to synthesize the given product. (1) The reactants are: O(Cl)[Cl:2].[CH3:4][O:5][C:6](=[O:16])/[C:7](/C#N)=[CH:8]/[CH2:9][CH2:10][CH2:11][CH2:12][CH3:13].C[N:18]([CH:20]=O)[CH3:19]. Given the product [CH3:4][O:5][C:6](=[O:16])[C:7]1[CH:8]=[C:9]([CH2:10][CH2:11][CH2:12][CH3:13])[CH:20]=[N:18][C:19]=1[Cl:2], predict the reactants needed to synthesize it. (2) Given the product [Br:1][C:2]1[CH:3]=[CH:4][C:5]([Cl:27])=[C:6]([CH:26]=1)[C:7]([NH:9][C:10]1[N:14]([C:15]2[CH:20]=[CH:19][CH:18]=[CH:17][CH:16]=2)[N:13]=[C:12]([C:21]([OH:23])=[O:22])[CH:11]=1)=[O:8], predict the reactants needed to synthesize it. The reactants are: [Br:1][C:2]1[CH:3]=[CH:4][C:5]([Cl:27])=[C:6]([CH:26]=1)[C:7]([NH:9][C:10]1[N:14]([C:15]2[CH:20]=[CH:19][CH:18]=[CH:17][CH:16]=2)[N:13]=[C:12]([C:21]([O:23]CC)=[O:22])[CH:11]=1)=[O:8].[Li+].[OH-].Cl.